This data is from Full USPTO retrosynthesis dataset with 1.9M reactions from patents (1976-2016). The task is: Predict the reactants needed to synthesize the given product. (1) Given the product [CH3:15][O:16][C:17]1[CH:18]=[C:19]2[C:24](=[CH:25][C:26]=1[O:27][CH3:28])[N:23]=[CH:22][CH:21]=[C:20]2[CH2:29][C:30]([OH:32])=[O:31], predict the reactants needed to synthesize it. The reactants are: C([N-]C(C)C)(C)C.[Li+].CC(C)([O-])C.[K+].[CH3:15][O:16][C:17]1[CH:18]=[C:19]2[C:24](=[CH:25][C:26]=1[O:27][CH3:28])[N:23]=[CH:22][CH:21]=[C:20]2[CH3:29].[C:30](=[O:32])=[O:31].Cl.N1C=CC=CC=1. (2) Given the product [CH3:1][C:2]([CH3:36])([CH3:35])[CH:3]([C:20]1[CH:34]=[CH:33][C:23]([C:24]([NH:26][CH2:27][CH2:28][C:29]([OH:31])=[O:30])=[O:25])=[CH:22][CH:21]=1)[NH:4][C:5]1[CH:6]=[N:7][C:8]([N:11]2[CH:15]=[C:14]([C:16]([F:17])([F:18])[F:19])[CH:13]=[N:12]2)=[CH:9][CH:10]=1, predict the reactants needed to synthesize it. The reactants are: [CH3:1][C:2]([CH3:36])([CH3:35])[CH:3]([C:20]1[CH:34]=[CH:33][C:23]([C:24]([NH:26][CH2:27][CH2:28][C:29]([O:31]C)=[O:30])=[O:25])=[CH:22][CH:21]=1)[NH:4][C:5]1[CH:6]=[N:7][C:8]([N:11]2[CH:15]=[C:14]([C:16]([F:19])([F:18])[F:17])[CH:13]=[N:12]2)=[CH:9][CH:10]=1.C1COCC1.[OH-].[Na+]. (3) Given the product [NH3:3].[CH3:1][C@@H:2]1[NH:3][CH2:4][CH2:5][N:6]([C:13]([O:12][C:9]([CH3:11])([CH3:10])[CH3:8])=[O:14])[CH2:7]1, predict the reactants needed to synthesize it. The reactants are: [CH3:1][C@H:2]1[CH2:7][NH:6][CH2:5][CH2:4][NH:3]1.[CH3:8][C:9]([O:12][C:13](O[C:13]([O:12][C:9]([CH3:11])([CH3:10])[CH3:8])=[O:14])=[O:14])([CH3:11])[CH3:10]. (4) Given the product [CH3:32][NH:31][C@@H:15]([C:16]1[CH:21]=[CH:20][CH:19]=[C:18]([C:22]2[N:26]=[C:25]([C:27]([F:30])([F:28])[F:29])[O:24][N:23]=2)[CH:17]=1)[CH2:14][N:11]1[CH2:12][CH2:13][C@H:9]([OH:8])[CH2:10]1, predict the reactants needed to synthesize it. The reactants are: [Si]([O:8][CH:9]1[CH2:13][CH2:12][N:11]([CH2:14][C@@H:15]([N:31](C)[C:32](=O)OCC2C=CC=CC=2)[C:16]2[CH:21]=[CH:20][CH:19]=[C:18]([C:22]3[N:26]=[C:25]([C:27]([F:30])([F:29])[F:28])[O:24][N:23]=3)[CH:17]=2)[CH2:10]1)(C(C)(C)C)(C)C.Cl. (5) Given the product [CH3:24][C@:19]12[C@H:22]([CH3:23])[C@H:15]([NH:14][CH2:21][CH2:20]1)[CH2:16][C:17]1[CH:28]=[CH:27][C:26]([C:39]3[N:40]=[N:41][C:42]([CH3:45])=[CH:43][CH:44]=3)=[CH:25][C:18]2=1, predict the reactants needed to synthesize it. The reactants are: C([O-])([O-])=O.[Na+].[Na+].C(OC([N:14]1[CH2:21][CH2:20][C@:19]2([CH3:24])[C@H:22]([CH3:23])[C@H:15]1[CH2:16][C:17]1[CH:28]=[CH:27][C:26](B3OC(C)(C)C(C)(C)O3)=[CH:25][C:18]=12)=O)(C)(C)C.Cl[C:39]1[N:40]=[N:41][C:42]([CH3:45])=[CH:43][CH:44]=1.